From a dataset of Reaction yield outcomes from USPTO patents with 853,638 reactions. Predict the reaction yield, written as a fraction of the theoretical maximum amount of product (1.0 means a 100% yield; for example, 0.34 means a 34% yield). The reactants are [BH4-].[Na+].[Cl:3][C:4]1[CH:35]=[CH:34][C:7]([C:8]([C:10]2[CH:11]=[C:12]3[C:17](=[CH:18][CH:19]=2)[NH:16][C:15](=[O:20])[C:14]([C:21]([O:23][CH2:24][CH3:25])=[O:22])=[C:13]3[O:26][C:27]2[CH:32]=[CH:31][CH:30]=[C:29]([Cl:33])[CH:28]=2)=[O:9])=[CH:6][CH:5]=1.O. The catalyst is CO. The product is [Cl:33][C:29]1[CH:28]=[C:27]([CH:32]=[CH:31][CH:30]=1)[O:26][C:13]1[C:12]2[C:17](=[CH:18][CH:19]=[C:10]([CH:8]([C:7]3[CH:6]=[CH:5][C:4]([Cl:3])=[CH:35][CH:34]=3)[OH:9])[CH:11]=2)[NH:16][C:15](=[O:20])[C:14]=1[C:21]([O:23][CH2:24][CH3:25])=[O:22]. The yield is 0.910.